Task: Predict which catalyst facilitates the given reaction.. Dataset: Catalyst prediction with 721,799 reactions and 888 catalyst types from USPTO (1) Reactant: [CH3:1][O:2][C:3]1[C:16]([N+:17]([O-])=O)=[CH:15][C:6]2[O:7][C:8]([CH3:14])([CH3:13])[C:9](=[O:12])[N:10]([CH3:11])[C:5]=2[CH:4]=1.[Sn](Cl)Cl. The catalyst class is: 8. Product: [NH2:17][C:16]1[C:3]([O:2][CH3:1])=[CH:4][C:5]2[N:10]([CH3:11])[C:9](=[O:12])[C:8]([CH3:14])([CH3:13])[O:7][C:6]=2[CH:15]=1. (2) Reactant: O=[C:2]1[CH2:7][CH2:6][CH:5]([N:8]2[C:16](=[O:17])[C:15]3[C:10](=[CH:11][CH:12]=[CH:13][CH:14]=3)[C:9]2=[O:18])[CH2:4][CH2:3]1.[CH2:19]([N:26]1[CH2:31][CH2:30][NH:29][CH2:28][CH2:27]1)[C:20]1[CH:25]=[CH:24][CH:23]=[CH:22][CH:21]=1.CC(O)=O.C(O[BH-](OC(=O)C)OC(=O)C)(=O)C.[Na+]. Product: [CH2:19]([N:26]1[CH2:31][CH2:30][N:29]([CH:2]2[CH2:7][CH2:6][CH:5]([N:8]3[C:16](=[O:17])[C:15]4[C:10](=[CH:11][CH:12]=[CH:13][CH:14]=4)[C:9]3=[O:18])[CH2:4][CH2:3]2)[CH2:28][CH2:27]1)[C:20]1[CH:21]=[CH:22][CH:23]=[CH:24][CH:25]=1. The catalyst class is: 701. (3) Reactant: [N+:1]([C:4]1[CH:5]=[C:6]([C:14]([O-:16])=O)[CH:7]=[C:8]([C:10]([O:12]C)=[O:11])[CH:9]=1)([O-:3])=[O:2].[OH-].[NH4+:18].N. Product: [NH2:18][C:14]([C:6]1[CH:7]=[C:8]([CH:9]=[C:4]([N+:1]([O-:3])=[O:2])[CH:5]=1)[C:10]([OH:12])=[O:11])=[O:16]. The catalyst class is: 6. (4) Reactant: [CH3:1][S:2][C:3]1[N:8]=[C:7]([OH:9])[CH:6]=[C:5]([OH:10])[N:4]=1.[N+:11]([O-])([OH:13])=[O:12]. Product: [CH3:1][S:2][C:3]1[N:8]=[C:7]([OH:9])[C:6]([N+:11]([O-:13])=[O:12])=[C:5]([OH:10])[N:4]=1. The catalyst class is: 15. (5) Reactant: [C:1]1([C:7]2[S:11][C:10]([C:12]([O-:14])=O)=[N:9][CH:8]=2)[CH:6]=[CH:5][CH:4]=[CH:3][CH:2]=1.[K+].C(Cl)(=O)C([Cl:19])=O. Product: [C:1]1([C:7]2[S:11][C:10]([C:12]([Cl:19])=[O:14])=[N:9][CH:8]=2)[CH:6]=[CH:5][CH:4]=[CH:3][CH:2]=1. The catalyst class is: 59. (6) Reactant: [C:1]([O:5][C:6]([N:8]1[CH2:13][CH2:12][CH:11]([CH2:14][CH2:15][CH2:16][C:17](=[O:27])[NH:18][C:19]2[CH:24]=[CH:23][C:22]([Cl:25])=[C:21]([Cl:26])[CH:20]=2)[CH2:10][CH2:9]1)=[O:7])([CH3:4])([CH3:3])[CH3:2].[H-].[Na+].[CH2:30](I)[CH3:31].C(=O)([O-])O.[Na+]. Product: [C:1]([O:5][C:6]([N:8]1[CH2:13][CH2:12][CH:11]([CH2:14][CH2:15][CH2:16][C:17](=[O:27])[N:18]([C:19]2[CH:24]=[CH:23][C:22]([Cl:25])=[C:21]([Cl:26])[CH:20]=2)[CH2:30][CH3:31])[CH2:10][CH2:9]1)=[O:7])([CH3:4])([CH3:2])[CH3:3]. The catalyst class is: 1.